From a dataset of Full USPTO retrosynthesis dataset with 1.9M reactions from patents (1976-2016). Predict the reactants needed to synthesize the given product. (1) Given the product [Cl:14][C:15]1[CH:20]=[C:19]([C:2]2[C:3]([C:4]([O:6][CH2:7][CH3:8])=[O:5])=[CH:9][CH:10]=[C:11]([F:13])[CH:12]=2)[CH:18]=[CH:17][CH:16]=1, predict the reactants needed to synthesize it. The reactants are: Br[C:2]1[CH:12]=[C:11]([F:13])[CH:10]=[CH:9][C:3]=1[C:4]([O:6][CH2:7][CH3:8])=[O:5].[Cl:14][C:15]1[CH:16]=[C:17](B(O)O)[CH:18]=[CH:19][CH:20]=1.C(=O)([O-])[O-].[K+].[K+]. (2) Given the product [Br:1][CH:2]([C:6]1[CH:11]=[CH:10][CH:9]=[CH:8][CH:7]=1)[C:3]([NH:19][CH2:18][C:17]1[CH:20]=[CH:21][C:14]([C:13]#[N:12])=[CH:15][CH:16]=1)=[O:5], predict the reactants needed to synthesize it. The reactants are: [Br:1][CH:2]([C:6]1[CH:11]=[CH:10][CH:9]=[CH:8][CH:7]=1)[C:3]([OH:5])=O.[NH2:12][CH2:13][C:14]1[CH:21]=[CH:20][C:17]([C:18]#[N:19])=[CH:16][CH:15]=1. (3) Given the product [CH3:19][NH:20][S:15]([C:12]1[CH:13]=[CH:14][C:9]([O:8][C:5]2[CH:6]=[CH:7][N:2]=[CH:3][CH:4]=2)=[CH:10][CH:11]=1)(=[O:17])=[O:16], predict the reactants needed to synthesize it. The reactants are: Cl.[N:2]1[CH:7]=[CH:6][C:5]([O:8][C:9]2[CH:14]=[CH:13][C:12]([S:15](Cl)(=[O:17])=[O:16])=[CH:11][CH:10]=2)=[CH:4][CH:3]=1.[CH3:19][NH2:20].